Predict the product of the given reaction. From a dataset of Forward reaction prediction with 1.9M reactions from USPTO patents (1976-2016). (1) Given the reactants [C:1]1([S:7]([N:10]2[C:14]3=[N:15][CH:16]=[C:17](Br)[CH:18]=[C:13]3[C:12]([C:20]#[N:21])=[CH:11]2)(=[O:9])=[O:8])[CH:6]=[CH:5][CH:4]=[CH:3][CH:2]=1.C([Sn](CCCC)(CCCC)[C:27]1[S:28][CH:29]=[CH:30][CH:31]=1)CCC.C1(C)C=CC=CC=1P(C1C=CC=CC=1C)C1C=CC=CC=1C, predict the reaction product. The product is: [C:1]1([S:7]([N:10]2[C:14]3=[N:15][CH:16]=[C:17]([C:27]4[S:28][CH:29]=[CH:30][CH:31]=4)[CH:18]=[C:13]3[C:12]([C:20]#[N:21])=[CH:11]2)(=[O:9])=[O:8])[CH:6]=[CH:5][CH:4]=[CH:3][CH:2]=1. (2) Given the reactants [I:1][C:2]1[CH:3]=[CH:4][C:5]([Cl:11])=[C:6]([CH:10]=1)[C:7]([OH:9])=O.ON1C2C=CC=CC=2N=N1.Cl.CN(C)CCCN=C=NCC.[NH2:34][CH2:35][C:36]1([OH:43])[CH2:42][CH2:41][CH2:40][CH2:39][CH2:38][CH2:37]1, predict the reaction product. The product is: [Cl:11][C:5]1[CH:4]=[CH:3][C:2]([I:1])=[CH:10][C:6]=1[C:7]([NH:34][CH2:35][C:36]1([OH:43])[CH2:42][CH2:41][CH2:40][CH2:39][CH2:38][CH2:37]1)=[O:9]. (3) Given the reactants [F:1][C:2]([F:21])([F:20])[C:3]1[CH:8]=[CH:7][CH:6]=[CH:5][C:4]=1[S:9][C:10]1[CH:11]=[N:12][C:13]2[C:18]([CH:19]=1)=[CH:17][CH:16]=[CH:15][CH:14]=2.[I:22][CH2:23][CH2:24][CH2:25][CH2:26][CH2:27][C:28]1[CH:33]=[CH:32][CH:31]=[CH:30][CH:29]=1.CCOCC, predict the reaction product. The product is: [I-:22].[C:28]1([CH2:27][CH2:26][CH2:25][CH2:24][CH2:23][N+:12]2[C:13]3[C:18](=[CH:17][CH:16]=[CH:15][CH:14]=3)[CH:19]=[C:10]([S:9][C:4]3[CH:5]=[CH:6][CH:7]=[CH:8][C:3]=3[C:2]([F:20])([F:1])[F:21])[CH:11]=2)[CH:33]=[CH:32][CH:31]=[CH:30][CH:29]=1. (4) Given the reactants [Cl:1][C:2]1[CH:10]=[C:9]([Cl:11])[CH:8]=[CH:7][C:3]=1[C:4](Cl)=[O:5].[Cl-].[Al+3].[Cl-].[Cl-].Cl, predict the reaction product. The product is: [C:4]([C:3]1[CH:7]=[CH:8][C:9]([Cl:11])=[CH:10][C:2]=1[Cl:1])(=[O:5])[C:2]1[CH:10]=[CH:9][CH:8]=[CH:7][CH:3]=1. (5) The product is: [CH2:20]([NH:27][C@@H:12]1[CH2:11][C@H:10]([C:9]2[CH:8]=[CH:7][N:6]=[CH:5][C:4]=2[N+:1]([O-:3])=[O:2])[O:15][C@@H:14]2[CH2:16][CH2:17][CH2:18][C@H:13]12)[C:21]1[CH:26]=[CH:25][CH:24]=[CH:23][CH:22]=1. Given the reactants [N+:1]([C:4]1[CH:5]=[N:6][CH:7]=[CH:8][C:9]=1[C@@H:10]1[O:15][C@@H:14]2[CH2:16][CH2:17][CH2:18][C@@H:13]2[C:12](=O)[CH2:11]1)([O-:3])=[O:2].[CH2:20]([NH2:27])[C:21]1[CH:26]=[CH:25][CH:24]=[CH:23][CH:22]=1.[Li+].[BH4-], predict the reaction product. (6) Given the reactants [Cl:1][C:2]1[CH:3]=[CH:4][C:5]([O:25][CH:26]([F:28])[F:27])=[C:6]([C:8]2[C:12]([NH:13][C:14]([C:16]3[CH:17]=[N:18][N:19]4[CH:24]=[CH:23][CH:22]=[N:21][C:20]=34)=[O:15])=[CH:11][NH:10][N:9]=2)[CH:7]=1.C(=O)([O-])[O-].[Cs+].[Cs+].Cl[CH2:36][C:37]([N:39]1[CH2:48][CH2:47][C:42]2([O:46][CH2:45][CH2:44][O:43]2)[CH2:41][CH2:40]1)=[O:38], predict the reaction product. The product is: [Cl:1][C:2]1[CH:3]=[CH:4][C:5]([O:25][CH:26]([F:28])[F:27])=[C:6]([C:8]2[C:12]([NH:13][C:14]([C:16]3[CH:17]=[N:18][N:19]4[CH:24]=[CH:23][CH:22]=[N:21][C:20]=34)=[O:15])=[CH:11][N:10]([CH2:36][C:37]([N:39]3[CH2:40][CH2:41][C:42]4([O:46][CH2:45][CH2:44][O:43]4)[CH2:47][CH2:48]3)=[O:38])[N:9]=2)[CH:7]=1. (7) Given the reactants [Cl:1][C:2]1[C:7]([CH3:8])=[C:6]([Cl:9])[CH:5]=[CH:4][N:3]=1.[Br:10]N1C(=O)CCC1=O.C1(C(OOC(=O)C2C=CC=CC=2)=O)C=CC=CC=1, predict the reaction product. The product is: [Br:10][CH2:8][C:7]1[C:2]([Cl:1])=[N:3][CH:4]=[CH:5][C:6]=1[Cl:9]. (8) Given the reactants [N+:1]([C:4]1[CH:13]=[CH:12][CH:11]=[C:10]2[C:5]=1[CH:6]=[CH:7]O[C:9]2=[O:14])([O-:3])=[O:2].[CH:15]1([NH2:18])[CH2:17][CH2:16]1.CO, predict the reaction product. The product is: [CH:15]1([N:18]2[CH:7]=[CH:6][C:5]3[C:10](=[CH:11][CH:12]=[CH:13][C:4]=3[N+:1]([O-:3])=[O:2])[C:9]2=[O:14])[CH2:17][CH2:16]1.